From a dataset of Full USPTO retrosynthesis dataset with 1.9M reactions from patents (1976-2016). Predict the reactants needed to synthesize the given product. (1) Given the product [O:11]=[C:9]1[N:31]2[CH2:32][CH2:33][CH:34]([N:35]3[C:43](=[O:44])[C:42]4[C:37](=[CH:38][CH:39]=[CH:40][CH:41]=4)[C:36]3=[O:45])[C:30]2=[N:29][C:7]([C:4]2[CH:5]=[CH:6][N:1]=[CH:2][N:3]=2)=[CH:8]1, predict the reactants needed to synthesize it. The reactants are: [N:1]1[CH:6]=[CH:5][C:4]([C:7](=O)[CH2:8][C:9]([O:11]CC)=O)=[N:3][CH:2]=1.N1C=CC(C(=O)CC(OCC)=O)=CC=1.[NH2:29][C:30]1[CH:34]([N:35]2[C:43](=[O:44])[C:42]3[C:37](=[CH:38][CH:39]=[CH:40][CH:41]=3)[C:36]2=[O:45])[CH2:33][CH2:32][N:31]=1. (2) Given the product [Cl:18][C:19]1[CH:24]=[CH:23][C:22]([CH:13]2[CH2:12][C:11]3([CH2:10][CH2:9][N:8]([C:6]([NH:37][C:38]4[O:42][N:41]=[C:40]([CH3:43])[C:39]=4[CH3:44])=[O:7])[CH2:17][CH2:16]3)[CH2:14]2)=[CH:21][C:20]=1[F:28], predict the reactants needed to synthesize it. The reactants are: C(O[C:6]([N:8]1[CH2:17][CH2:16][C:11]2([CH2:14][CH:13](Br)[CH2:12]2)[CH2:10][CH2:9]1)=[O:7])(C)(C)C.[Cl:18][C:19]1[CH:24]=[CH:23][C:22](B(O)O)=[CH:21][C:20]=1[F:28].C1(OC(=O)[NH:37][C:38]2[O:42][N:41]=[C:40]([CH3:43])[C:39]=2[CH3:44])C=CC=CC=1. (3) Given the product [CH3:13][O:12][C:7]1[C:6]2[C:2]([C:43]3[CH:42]=[CH:41][N:40]=[C:39]([N:36]4[CH2:35][CH2:34][O:33][CH2:38][CH2:37]4)[CH:44]=3)=[N:3][N:4]([C:14]([C:27]3[CH:32]=[CH:31][CH:30]=[CH:29][CH:28]=3)([C:15]3[CH:16]=[CH:17][CH:18]=[CH:19][CH:20]=3)[C:21]3[CH:22]=[CH:23][CH:24]=[CH:25][CH:26]=3)[C:5]=2[CH:10]=[C:9]([CH3:11])[N:8]=1, predict the reactants needed to synthesize it. The reactants are: I[C:2]1[C:6]2[C:7]([O:12][CH3:13])=[N:8][C:9]([CH3:11])=[CH:10][C:5]=2[N:4]([C:14]([C:27]2[CH:32]=[CH:31][CH:30]=[CH:29][CH:28]=2)([C:21]2[CH:26]=[CH:25][CH:24]=[CH:23][CH:22]=2)[C:15]2[CH:20]=[CH:19][CH:18]=[CH:17][CH:16]=2)[N:3]=1.[O:33]1[CH2:38][CH2:37][N:36]([C:39]2[CH:44]=[C:43](B(O)O)[CH:42]=[CH:41][N:40]=2)[CH2:35][CH2:34]1.C([O-])(=O)C.[K+].C(=O)([O-])[O-].[Na+].[Na+].C(#N)C.O. (4) The reactants are: [NH2:1][NH:2][C:3](=[NH:14])[C:4]1[C:9]([C:10]([F:13])([F:12])[F:11])=[CH:8][CH:7]=[N:6][CH:5]=1.[CH3:15][O:16][C:17]1[CH:24]=[CH:23][C:20]([CH:21]=O)=[C:19]([OH:25])[CH:18]=1. Given the product [CH3:15][O:16][C:17]1[CH:24]=[CH:23][C:20]([C:21]2[NH:1][N:2]=[C:3]([C:4]3[CH:5]=[N:6][CH:7]=[CH:8][C:9]=3[C:10]([F:11])([F:12])[F:13])[N:14]=2)=[C:19]([OH:25])[CH:18]=1, predict the reactants needed to synthesize it. (5) The reactants are: [C:1]([C:5]1[CH:6]=[C:7]2[C:11](=[CH:12][CH:13]=1)[CH:10]([NH2:14])[CH2:9][CH2:8]2)([CH3:4])([CH3:3])[CH3:2].C(N[C@@H](C(O)=O)CC(C)C)(=O)C. Given the product [C:1]([C:5]1[CH:6]=[C:7]2[C:11](=[CH:12][CH:13]=1)[C@H:10]([NH2:14])[CH2:9][CH2:8]2)([CH3:4])([CH3:2])[CH3:3], predict the reactants needed to synthesize it. (6) Given the product [C:14]([C:16]1[C:21]([N:22]2[CH2:27][CH2:26][C:25](=[CH:33][C:32]#[C:31][Si:30]([CH3:43])([CH3:42])[CH3:29])[CH2:24][CH2:23]2)=[N:20][CH:19]=[CH:18][N:17]=1)#[N:15], predict the reactants needed to synthesize it. The reactants are: BrCC1C=C(C2OC=CC=2)N(C)N=1.[C:14]([C:16]1[C:21]([N:22]2[CH2:27][CH2:26][C:25](=O)[CH2:24][CH2:23]2)=[N:20][CH:19]=[CH:18][N:17]=1)#[N:15].[CH3:29][Si:30]([CH3:43])([CH3:42])[C:31]#[C:32][CH2:33]P(=O)(OCC)OCC. (7) The reactants are: Br.[CH3:2][C@H:3]1[CH2:7][CH2:6][CH2:5][NH:4]1.CS(O[CH2:13][CH2:14][C:15]1[O:16][C:17]2[CH:23]=[CH:22][C:21]([C:24]3[CH:29]=[CH:28][CH:27]=[C:26]([C:30]#[N:31])[CH:25]=3)=[CH:20][C:18]=2[CH:19]=1)(=O)=O. Given the product [CH3:2][C@H:3]1[CH2:7][CH2:6][CH2:5][N:4]1[CH2:13][CH2:14][C:15]1[O:16][C:17]2[CH:23]=[CH:22][C:21]([C:24]3[CH:25]=[C:26]([CH:27]=[CH:28][CH:29]=3)[C:30]#[N:31])=[CH:20][C:18]=2[CH:19]=1, predict the reactants needed to synthesize it. (8) Given the product [Cl:15][C:16]1[C:24]([Cl:25])=[CH:23][CH:22]=[CH:21][C:17]=1[CH2:18][N:19]([CH3:20])[C:12](=[O:14])[CH2:11][CH2:10][CH2:9][S:8][C:5]1[CH:4]=[CH:3][C:2]([F:1])=[CH:7][CH:6]=1, predict the reactants needed to synthesize it. The reactants are: [F:1][C:2]1[CH:7]=[CH:6][C:5]([S:8][CH2:9][CH2:10][CH2:11][C:12]([OH:14])=O)=[CH:4][CH:3]=1.[Cl:15][C:16]1[C:24]([Cl:25])=[CH:23][CH:22]=[CH:21][C:17]=1[CH2:18][NH:19][CH3:20].